This data is from Reaction yield outcomes from USPTO patents with 853,638 reactions. The task is: Predict the reaction yield, written as a fraction of the theoretical maximum amount of product (1.0 means a 100% yield; for example, 0.34 means a 34% yield). The reactants are [O:1]1[C:5]2[CH:6]=[CH:7][CH:8]=[CH:9][C:4]=2[N:3]=[C:2]1[NH:10][C:11]1[C:16]([Cl:17])=[CH:15][C:14]([CH2:18][C:19]([O:21]CC)=[O:20])=[C:13]([F:24])[CH:12]=1.[OH-].[Na+]. The catalyst is C1COCC1. The product is [O:1]1[C:5]2[CH:6]=[CH:7][CH:8]=[CH:9][C:4]=2[N:3]=[C:2]1[NH:10][C:11]1[C:16]([Cl:17])=[CH:15][C:14]([CH2:18][C:19]([OH:21])=[O:20])=[C:13]([F:24])[CH:12]=1. The yield is 0.950.